Dataset: Forward reaction prediction with 1.9M reactions from USPTO patents (1976-2016). Task: Predict the product of the given reaction. (1) Given the reactants [Cl:1][C:2]1[CH:7]=[CH:6][C:5]([C@@:8]2([OH:16])[CH2:13][CH2:12][NH:11][CH2:10][C:9]2([CH3:15])[CH3:14])=[CH:4][CH:3]=1.[C:17]([O:21][C:22]([NH:24][C@H:25]([CH2:29][CH3:30])[C:26](O)=[O:27])=[O:23])([CH3:20])([CH3:19])[CH3:18].C1C=CC2N(O)N=NC=2C=1.C(Cl)CCl.CCN(C(C)C)C(C)C, predict the reaction product. The product is: [Cl:1][C:2]1[CH:7]=[CH:6][C:5]([C@@:8]2([OH:16])[CH2:13][CH2:12][N:11]([C:26](=[O:27])[C@H:25]([NH:24][C:22](=[O:23])[O:21][C:17]([CH3:19])([CH3:18])[CH3:20])[CH2:29][CH3:30])[CH2:10][C:9]2([CH3:14])[CH3:15])=[CH:4][CH:3]=1. (2) Given the reactants [CH2:1]([O:8][C:9]([N:11]1[CH2:15][C@@H:14]([OH:16])[C@H:13]([NH2:17])[CH2:12]1)=[O:10])[C:2]1[CH:7]=[CH:6][CH:5]=[CH:4][CH:3]=1.[C:18](O[C:18]([O:20][C:21]([CH3:24])([CH3:23])[CH3:22])=[O:19])([O:20][C:21]([CH3:24])([CH3:23])[CH3:22])=[O:19], predict the reaction product. The product is: [CH2:1]([O:8][C:9]([N:11]1[CH2:15][C@@H:14]([OH:16])[C@H:13]([NH:17][C:18]([O:20][C:21]([CH3:24])([CH3:23])[CH3:22])=[O:19])[CH2:12]1)=[O:10])[C:2]1[CH:3]=[CH:4][CH:5]=[CH:6][CH:7]=1. (3) Given the reactants [OH:1][C:2]1[CH:9]=[CH:8][C:5]([CH:6]=[O:7])=[CH:4][C:3]=1[N+:10]([O-:12])=[O:11].[C:13]([O:18][CH3:19])(=[O:17])[C@@H:14]([CH3:16])O.C(OCC)(=O)CO, predict the reaction product. The product is: [CH3:19][O:18][C:13](=[O:17])[C@@H:14]([O:1][C:2]1[CH:9]=[CH:8][C:5]([CH:6]=[O:7])=[CH:4][C:3]=1[N+:10]([O-:12])=[O:11])[CH3:16]. (4) The product is: [CH3:18][C:19]1[N:20]=[C:21]([N:27]2[CH2:31][CH2:30][N:29]([CH2:32][CH2:33][CH2:34][C:35]([F:36])([F:37])[F:38])[C:28]2=[O:39])[S:22][C:23]=1[C:24]([NH:17][CH2:16][C:14]1[CH:13]=[N:12][N:11]([CH3:10])[CH:15]=1)=[O:25]. Given the reactants FC1C=C(CN)C=NC=1.[CH3:10][N:11]1[CH:15]=[C:14]([CH2:16][NH2:17])[CH:13]=[N:12]1.[CH3:18][C:19]1[N:20]=[C:21]([N:27]2[CH2:31][CH2:30][N:29]([CH2:32][CH2:33][CH2:34][C:35]([F:38])([F:37])[F:36])[C:28]2=[O:39])[S:22][C:23]=1[C:24](O)=[O:25], predict the reaction product. (5) Given the reactants CCN=C=NCCCN(C)C.Cl.C1C=CC2N(O)N=NC=2C=1.[Cl:23][C:24]1[C:25]([Cl:33])=[N:26][CH:27]=[C:28]([CH:32]=1)[C:29](O)=[O:30].[CH3:34][NH:35][O:36][CH3:37].Cl, predict the reaction product. The product is: [Cl:23][C:24]1[C:25]([Cl:33])=[N:26][CH:27]=[C:28]([CH:32]=1)[C:29]([N:35]([O:36][CH3:37])[CH3:34])=[O:30]. (6) Given the reactants [CH:1]([N:4]1[CH2:9][CH2:8][CH:7]([C:10]([NH:12][OH:13])=[NH:11])[CH2:6][CH2:5]1)([CH3:3])[CH3:2].[C:14]([C:17]1[CH:25]=[CH:24][C:20]([C:21]([Cl:23])=O)=[CH:19][CH:18]=1)(=[O:16])[CH3:15], predict the reaction product. The product is: [ClH:23].[CH:1]([N:4]1[CH2:9][CH2:8][CH:7]([C:10]2[N:11]=[C:21]([C:20]3[CH:24]=[CH:25][C:17]([C:14](=[O:16])[CH3:15])=[CH:18][CH:19]=3)[O:13][N:12]=2)[CH2:6][CH2:5]1)([CH3:3])[CH3:2].